Dataset: Forward reaction prediction with 1.9M reactions from USPTO patents (1976-2016). Task: Predict the product of the given reaction. (1) Given the reactants [Cl:1][C:2]1[CH:3]=[CH:4][C:5]([C:28]([F:31])([F:30])[F:29])=[C:6]([CH:27]=1)[CH2:7][N:8]1[CH2:13][CH2:12][NH:11][C:10]2[N:14]=[CH:15][C:16]([C:18]3[CH:19]=[C:20]([CH:24]=[CH:25][CH:26]=3)[C:21]([OH:23])=O)=[CH:17][C:9]1=2.[Cl:32][C:33]1[CH:34]=[C:35]([N:39]2[CH2:44][CH2:43][NH:42][CH2:41][CH2:40]2)[CH:36]=[CH:37][CH:38]=1, predict the reaction product. The product is: [Cl:32][C:33]1[CH:34]=[C:35]([N:39]2[CH2:44][CH2:43][N:42]([C:21]([C:20]3[CH:24]=[CH:25][CH:26]=[C:18]([C:16]4[CH:15]=[N:14][C:10]5[NH:11][CH2:12][CH2:13][N:8]([CH2:7][C:6]6[CH:27]=[C:2]([Cl:1])[CH:3]=[CH:4][C:5]=6[C:28]([F:31])([F:30])[F:29])[C:9]=5[CH:17]=4)[CH:19]=3)=[O:23])[CH2:41][CH2:40]2)[CH:36]=[CH:37][CH:38]=1. (2) Given the reactants [CH2:1]([O:3][C:4]1[C:5]([I:15])=[CH:6][C:7]([F:14])=[C:8]([CH:13]=1)[C:9]([O:11]C)=[O:10])[CH3:2].O.[OH-].[Li+].CO.Cl, predict the reaction product. The product is: [CH2:1]([O:3][C:4]1[C:5]([I:15])=[CH:6][C:7]([F:14])=[C:8]([CH:13]=1)[C:9]([OH:11])=[O:10])[CH3:2].